This data is from Reaction yield outcomes from USPTO patents with 853,638 reactions. The task is: Predict the reaction yield, written as a fraction of the theoretical maximum amount of product (1.0 means a 100% yield; for example, 0.34 means a 34% yield). (1) The reactants are C(OC([N:8]1[CH2:11][C:10]2([CH2:16][CH2:15][CH2:14][CH2:13][CH2:12]2)[CH:9]1[C:17]([OH:19])=[O:18])=O)(C)(C)C.C(OCC)(=O)C.[ClH:26]. No catalyst specified. The product is [ClH:26].[CH:9]1([C:17]([OH:19])=[O:18])[C:10]2([CH2:16][CH2:15][CH2:14][CH2:13][CH2:12]2)[CH2:11][NH:8]1. The yield is 0.920. (2) The reactants are [NH2:1][C@H:2]([C:6]([OH:8])=[O:7])[CH:3]([CH3:5])[CH3:4].C(N([CH:15]([CH3:17])[CH3:16])CC)(C)C.[Br-:18].[OH-].[Na+]. The catalyst is CN(C=O)C.O.C1(C)C=CC=CC=1. The product is [Br:18][C:16]1[CH:15]=[CH:17][C:3]([CH2:4][NH:1][C@H:2]([C:6]([OH:8])=[O:7])[CH:3]([CH3:5])[CH3:4])=[CH:2][CH:6]=1. The yield is 0.765. (3) The reactants are Cl[C:2]1[N:11]=[C:10]([NH:12][CH2:13][CH:14]([C:21]2[CH:26]=[CH:25][CH:24]=[CH:23][CH:22]=2)[C:15]2[CH:20]=[CH:19][N:18]=[CH:17][CH:16]=2)[C:9]2[C:4](=[CH:5][CH:6]=[CH:7][CH:8]=2)[N:3]=1.[CH3:27][N:28]([CH3:44])[C:29]1[CH:34]=[CH:33][C:32](B2OC(C)(C)C(C)(C)O2)=[CH:31][CH:30]=1.C1(C(C2C=CC=CN=2)CNC2C3C(=CC=CC=3)N=C(C3C=CC(NS(C)(=O)=O)=CC=3)N=2)C=CC=CC=1. The catalyst is C(Cl)(Cl)Cl.CO. The product is [CH3:27][N:28]([CH3:44])[C:29]1[CH:34]=[CH:33][C:32]([C:2]2[N:11]=[C:10]([NH:12][CH2:13][CH:14]([C:21]3[CH:26]=[CH:25][CH:24]=[CH:23][CH:22]=3)[C:15]3[CH:20]=[CH:19][N:18]=[CH:17][CH:16]=3)[C:9]3[C:4](=[CH:5][CH:6]=[CH:7][CH:8]=3)[N:3]=2)=[CH:31][CH:30]=1. The yield is 0.570.